This data is from Catalyst prediction with 721,799 reactions and 888 catalyst types from USPTO. The task is: Predict which catalyst facilitates the given reaction. (1) Reactant: Cl[C:2]1[CH:7]=[C:6]([C:8]2[CH:13]=[CH:12][C:11]([F:14])=[CH:10][CH:9]=2)[N:5]2[N:15]=[C:16]([CH2:25][O:26][CH2:27][CH3:28])[C:17]([C:18]3[CH:23]=[CH:22][C:21]([CH3:24])=[CH:20][CH:19]=3)=[C:4]2[N:3]=1.[CH3:29][CH2:30][N:31]([CH:35](C)C)C(C)C.CNC([OH:42])C. Product: [CH2:27]([O:26][CH2:25][C:16]1[C:17]([C:18]2[CH:23]=[CH:22][C:21]([CH3:24])=[CH:20][CH:19]=2)=[C:4]2[N:3]=[C:2]([CH2:35][NH:31][CH2:30][CH2:29][OH:42])[CH:7]=[C:6]([C:8]3[CH:13]=[CH:12][C:11]([F:14])=[CH:10][CH:9]=3)[N:5]2[N:15]=1)[CH3:28]. The catalyst class is: 10. (2) Reactant: [Si]([O:8][CH2:9][CH2:10][CH2:11][CH2:12][CH:13]([OH:33])[CH:14]([S:23]([C:26]1[CH:31]=[CH:30][C:29]([Cl:32])=[CH:28][CH:27]=1)(=[O:25])=[O:24])[C:15]1[CH:20]=[C:19]([F:21])[CH:18]=[CH:17][C:16]=1[F:22])(C(C)(C)C)(C)C.N1C=CC=CC=1.F.C(OCC)(=O)C.CCCCCC. Product: [Cl:32][C:29]1[CH:28]=[CH:27][C:26]([S:23]([CH:14]([C:15]2[CH:20]=[C:19]([F:21])[CH:18]=[CH:17][C:16]=2[F:22])[CH:13]([OH:33])[CH2:12][CH2:11][CH2:10][CH2:9][OH:8])(=[O:25])=[O:24])=[CH:31][CH:30]=1. The catalyst class is: 54. (3) Reactant: [N+:1]([C:4]1[CH:13]=[CH:12][C:7]2[NH:8][C:9](=[O:11])[S:10][C:6]=2[CH:5]=1)([O-])=O. Product: [NH2:1][C:4]1[CH:13]=[CH:12][C:7]2[NH:8][C:9](=[O:11])[S:10][C:6]=2[CH:5]=1. The catalyst class is: 19. (4) Reactant: [CH3:1][C:2]1[CH:3]=[C:4]([NH:8][C:9]([NH:11][C:12]2[CH:32]=[CH:31][C:15]([O:16][C:17]3[CH:22]=[CH:21][N:20]=[C:19]([C:23]4[NH:27][CH:26]=[C:25]([C:28](O)=[O:29])[CH:24]=4)[CH:18]=3)=[CH:14][CH:13]=2)=[O:10])[CH:5]=[CH:6][CH:7]=1.CN(C(ON1N=NC2C=CC=NC1=2)=[N+](C)C)C.F[P-](F)(F)(F)(F)F.C(N(CC)C(C)C)(C)C.[NH2:66][CH2:67][CH2:68][CH2:69][N:70]1[CH2:75][CH2:74][O:73][CH2:72][CH2:71]1. Product: [CH3:1][C:2]1[CH:3]=[C:4]([NH:8][C:9]([NH:11][C:12]2[CH:13]=[CH:14][C:15]([O:16][C:17]3[CH:22]=[CH:21][N:20]=[C:19]([C:23]4[NH:27][CH:26]=[C:25]([C:28]([NH:66][CH2:67][CH2:68][CH2:69][N:70]5[CH2:75][CH2:74][O:73][CH2:72][CH2:71]5)=[O:29])[CH:24]=4)[CH:18]=3)=[CH:31][CH:32]=2)=[O:10])[CH:5]=[CH:6][CH:7]=1. The catalyst class is: 18.